From a dataset of Tyrosyl-DNA phosphodiesterase HTS with 341,365 compounds. Binary Classification. Given a drug SMILES string, predict its activity (active/inactive) in a high-throughput screening assay against a specified biological target. (1) The drug is S(=O)(=O)(c1nc(oc1N1CCN(CC1)c1ccccc1)c1ccc(cc1)C)c1ccccc1. The result is 0 (inactive). (2) The compound is S(=O)(=O)(N(CC)CC)c1cc(ccc1)C(OCC(=O)c1cc2OCCOc2cc1)=O. The result is 0 (inactive). (3) The molecule is S(=O)(=O)(NCC1CCCN(C1)C(=O)CN1CCCCC1)c1ccc(OC)cc1. The result is 0 (inactive). (4) The drug is O(C(=O)c1n[nH]c2c1cccc2)CC(=O)Nc1ccc(cc1)C(=O)N. The result is 0 (inactive). (5) The drug is Fc1c(/C=C(\C2Nc3c4c(N2)cccc4ccc3)C)cccc1. The result is 0 (inactive). (6) The compound is O=c1n(CCN2CCN(CC2)c2c(OC)cccc2)c(=O)n(c2c1n(c1c2cccc1)C)C. The result is 0 (inactive). (7) The drug is S1Cc2c(nn(c2NC(=O)C(=O)NCCCOCC)c2ccc(OC)cc2)C1. The result is 0 (inactive). (8) The drug is S(=O)(=O)(N1CCC(CC1)C(=O)Nc1scc(n1)C)c1sccc1. The result is 0 (inactive). (9) The drug is OC(Cn1c2c(nc1CO)cccc2)COc1ccc(NC(=O)C)cc1. The result is 0 (inactive).